From a dataset of Forward reaction prediction with 1.9M reactions from USPTO patents (1976-2016). Predict the product of the given reaction. (1) The product is: [CH3:1][C:2]1([CH3:32])[CH2:11][C:10]2[C:5](=[CH:6][CH:7]=[C:8]([C:12]([OH:14])=[O:13])[CH:9]=2)[NH:4][CH:3]1[C:16]1[CH:21]=[CH:20][CH:19]=[C:18]([NH:22][C:23](=[O:31])[CH2:24][C:25]2[CH:26]=[CH:27][CH:28]=[CH:29][CH:30]=2)[CH:17]=1. Given the reactants [CH3:1][C:2]1([CH3:32])[CH2:11][C:10]2[C:5](=[CH:6][CH:7]=[C:8]([C:12]([O:14]C)=[O:13])[CH:9]=2)[NH:4][CH:3]1[C:16]1[CH:21]=[CH:20][CH:19]=[C:18]([NH:22][C:23](=[O:31])[CH2:24][C:25]2[CH:30]=[CH:29][CH:28]=[CH:27][CH:26]=2)[CH:17]=1.[OH-].[Na+], predict the reaction product. (2) Given the reactants [Cl:1][C:2]1[C:11]2[C:6](=[CH:7][CH:8]=[CH:9][CH:10]=2)[C:5]([OH:12])=[CH:4][CH:3]=1.Br[CH2:14][C:15]([NH2:17])=[O:16].C([O-])([O-])=O.[K+].[K+], predict the reaction product. The product is: [Cl:1][C:2]1[C:11]2[C:6](=[CH:7][CH:8]=[CH:9][CH:10]=2)[C:5]([O:12][CH2:14][C:15]([NH2:17])=[O:16])=[CH:4][CH:3]=1. (3) The product is: [OH:1][CH2:2][CH2:3][CH:4]1[CH2:5][C:6]2([CH2:11][CH2:12][CH2:10]2)[C:7](=[O:9])[O:8]1. Given the reactants [OH:1][CH2:2][CH2:3][CH:4]1[O:8][C:7](=[O:9])[C:6]([CH3:11])([CH3:10])[CH2:5]1.[CH2:12](C1(C(O)=O)CCC1)C=C.CC(C)(CC=C)C(OC)=O, predict the reaction product. (4) Given the reactants [NH:1]1[C:9]2[C:4](=[CH:5][CH:6]=[CH:7][CH:8]=2)[CH:3]=[C:2]1[C:10]([OH:12])=[O:11].S(Cl)(Cl)=O.[CH2:17](O)[CH3:18], predict the reaction product. The product is: [CH2:17]([O:11][C:10]([C:2]1[NH:1][C:9]2[C:4]([CH:3]=1)=[CH:5][CH:6]=[CH:7][CH:8]=2)=[O:12])[CH3:18]. (5) Given the reactants CS([O:5][CH:6]1[CH2:9][N:8]([CH:10]([C:17]2[CH:22]=[CH:21][CH:20]=[CH:19][CH:18]=2)[C:11]2[CH:16]=[CH:15][CH:14]=[CH:13][CH:12]=2)[CH2:7]1)(=O)=O.C(=O)([O-])[O-].[K+].[K+].[Cl:29][C:30]1[CH:35]=[C:34]([F:36])[CH:33]=[CH:32][C:31]=1O, predict the reaction product. The product is: [Cl:29][C:30]1[CH:35]=[C:34]([F:36])[CH:33]=[CH:32][C:31]=1[O:5][CH:6]1[CH2:9][N:8]([CH:10]([C:17]2[CH:22]=[CH:21][CH:20]=[CH:19][CH:18]=2)[C:11]2[CH:16]=[CH:15][CH:14]=[CH:13][CH:12]=2)[CH2:7]1. (6) Given the reactants [CH:1]1([CH2:4][O:5][C:6]2[CH:14]=[CH:13][C:9]([C:10]([OH:12])=O)=[C:8]([F:15])[CH:7]=2)[CH2:3][CH2:2]1.C(Cl)(=O)C(Cl)=O.[N:22]1([CH:28]([C:30]2[CH:35]=[CH:34][C:33]([CH2:36][CH2:37][NH2:38])=[CH:32][CH:31]=2)[CH3:29])[CH2:27][CH2:26][CH2:25][CH2:24][CH2:23]1.C(N(CC)CC)C, predict the reaction product. The product is: [CH:1]1([CH2:4][O:5][C:6]2[CH:14]=[CH:13][C:9]([C:10]([NH:38][CH2:37][CH2:36][C:33]3[CH:32]=[CH:31][C:30]([CH:28]([N:22]4[CH2:27][CH2:26][CH2:25][CH2:24][CH2:23]4)[CH3:29])=[CH:35][CH:34]=3)=[O:12])=[C:8]([F:15])[CH:7]=2)[CH2:2][CH2:3]1. (7) Given the reactants [Cl:1][C:2]1[CH:26]=[CH:25][CH:24]=[CH:23][C:3]=1[C:4]([C:6]1[S:10][C:9]([NH:11][C:12](=[O:22])[CH:13]([C:16]2[CH:21]=[CH:20][CH:19]=[CH:18][CH:17]=2)[CH2:14][CH3:15])=[N:8][CH:7]=1)=[O:5].[BH4-].[Na+], predict the reaction product. The product is: [Cl:1][C:2]1[CH:26]=[CH:25][CH:24]=[CH:23][C:3]=1[CH:4]([OH:5])[C:6]1[S:10][C:9]([NH:11][C:12](=[O:22])[CH:13]([C:16]2[CH:21]=[CH:20][CH:19]=[CH:18][CH:17]=2)[CH2:14][CH3:15])=[N:8][CH:7]=1. (8) Given the reactants O=C(Cl)[O:3][C:4](Cl)(Cl)Cl.[I:9][C:10]1[CH:16]=[CH:15][C:13]([NH2:14])=[C:12]([N+:17]([O-:19])=[O:18])[CH:11]=1, predict the reaction product. The product is: [I:9][C:10]1[CH:16]=[CH:15][C:13]([N:14]=[C:4]=[O:3])=[C:12]([N+:17]([O-:19])=[O:18])[CH:11]=1.